This data is from Forward reaction prediction with 1.9M reactions from USPTO patents (1976-2016). The task is: Predict the product of the given reaction. Given the reactants CS([C:5]1[N:10]=[C:9]([NH:11][C@H:12]2[CH2:17][CH2:16][CH2:15][N:14]([S:18]([CH3:21])(=[O:20])=[O:19])[CH2:13]2)[C:8]([C:22]2[N:23]=[C:24]3[C:30]([C:31]#[N:32])=[CH:29][N:28](COCC[Si](C)(C)C)[C:25]3=[N:26][CH:27]=2)=[CH:7][N:6]=1)(=O)=O.O1CCOCC1.[CH3:47][NH:48][CH3:49].CS(C)(=O)=O, predict the reaction product. The product is: [CH3:47][N:48]([CH3:49])[C:5]1[N:10]=[C:9]([NH:11][C@H:12]2[CH2:17][CH2:16][CH2:15][N:14]([S:18]([CH3:21])(=[O:19])=[O:20])[CH2:13]2)[C:8]([C:22]2[N:23]=[C:24]3[C:30]([C:31]#[N:32])=[CH:29][NH:28][C:25]3=[N:26][CH:27]=2)=[CH:7][N:6]=1.